This data is from Forward reaction prediction with 1.9M reactions from USPTO patents (1976-2016). The task is: Predict the product of the given reaction. (1) Given the reactants C[O:2][C:3](=[O:13])[C:4]1[CH:9]=[CH:8][C:7]([Br:10])=[C:6]([O:11][CH3:12])[CH:5]=1.C1COCC1.CO.[OH-].[Li+].Cl, predict the reaction product. The product is: [Br:10][C:7]1[CH:8]=[CH:9][C:4]([C:3]([OH:13])=[O:2])=[CH:5][C:6]=1[O:11][CH3:12]. (2) Given the reactants [C:1]([O:4][CH2:5][CH:6]=[CH2:7])(=[O:3])[CH3:2].C[CH2:9][C:10]([CH2:12][CH2:13]/[CH:14]=[C:15](/[CH2:17][CH2:18][CH:19]=[C:20]([CH3:22])[CH3:21])\[CH3:16])=C, predict the reaction product. The product is: [C:1]([O:4][CH2:5][CH:6]=[CH:7][C:10](=[CH2:9])[CH2:12][CH2:13][CH:14]=[C:15]([CH3:16])[CH2:17][CH2:18][CH:19]=[C:20]([CH3:22])[CH3:21])(=[O:3])[CH3:2].